From a dataset of Experimentally validated miRNA-target interactions with 360,000+ pairs, plus equal number of negative samples. Binary Classification. Given a miRNA mature sequence and a target amino acid sequence, predict their likelihood of interaction. (1) The miRNA is hsa-miR-1972 with sequence UCAGGCCAGGCACAGUGGCUCA. The protein sequence of the target gene is MGATGRLELTLAAPPHPGPAFQRSKARETQGEEEGSEMQIAKSDSIHHMSHSQGQPELPPLPASANEEPSGLYQTVMSHSFYPPLMQRTSWTLAAPFKEQHHHRGPSDSIANNYSLMAQDLKLKDLLKVYQPATISVPRDRTGQGLPSSGNRSSSEPMRKKTKFSSRNKEDSTRIKLAFKTSIFSPMKKEVKTSLTFPGSRPMSPEQQLDVMLQQEMEMESKEKKPSESDLERYYYYLTNGIRKDMIAPEEGEVMVRISKLISNTLLTSPFLEPLMVVLVQEKENDYYCSLMKSIVDYIL.... Result: 1 (interaction). (2) The miRNA is hsa-miR-3145-3p with sequence AGAUAUUUUGAGUGUUUGGAAUUG. The protein sequence of the target gene is MYQDYPGNFDTSSRGSSGSPAHAESYSSGGGGQQKFRVDMPGSGSAFIPTINAITTSQDLQWMVQPTVITSMSNPYPRSHPYSPLPGLASVPGHMALPRPGVIKTIGTTVGRRRRDEQLSPEEEEKRRIRRERNKLAAAKCRNRRRELTEKLQAETEELEEEKSGLQKEIAELQKEKEKLEFMLVAHGPVCKISPEERRSPPTSGLQSLRGTGSAVGPVVVKQEPPEEDSPSSSAGMDKTQRSVIKPISIAGGGFYGEEPLHTPIVVTSTPAITPGTSNLVFTYPNVLEQESPSSPSESC.... Result: 0 (no interaction). (3) The protein sequence of the target gene is MPVHSRGDKKETNHHDEMEVDYAENEGSSSEDEDTESSSVSEDGDSSEMDDEDCERRRMECLDEMSNLEKQFTDLKDQLYKERLSQVDAKLQEVIAGKAPEYLEPLATLQENMQIRTKVAGIYRELCLESVKNKYECEIQASRQHCESEKLLLYDTVQSELEEKIRRLEEDRHSIDITSELWNDELQSRKKRKDPFSPDKKKPVVVSGPYIVYMLQDLDILEDWTTIRKAMATLGPHRVKTEPPVKLEKHLHSARSEEGRLYYDGEWYIRGQTICIDKKDECPTSAVITTINHDEVWFKR.... Result: 1 (interaction). The miRNA is hsa-miR-1281 with sequence UCGCCUCCUCCUCUCCC. (4) The miRNA is hsa-miR-6789-3p with sequence CGGCGCCCGUGUCUCCUCCAG. The protein sequence of the target gene is MASVDGDSRHLLSEVEHEVSPGPMNIQFDSSDLRSKRPFYIEPTNIVNVNDVIQRVSDHAAAMNKRIHYYSRLTTPADKALIAPDHVVPAPEECYVYSPLGSAYKLKSYTEGYGKNTSLVTIFMIWNTMMGTSILSIPWGIKQAGFTTGMCVIVLMGLLTLYCCYRVVKSRSTISTSDTSTWEYPDVCKHYFGSFGQWSSLLFSLVSLIGAMIVYWVLMSNFLFNTGKFIFNFIHHINDTDTVLSTNNSNPVICPNAGSGGRPDNSSMIFYNNNTEVQLFEKWWDKSRTVPFYLIGLLLP.... Result: 0 (no interaction). (5) The miRNA is hsa-miR-210-5p with sequence AGCCCCUGCCCACCGCACACUG. The protein sequence of the target gene is MDLPALLPAPTARGGQHGGGPGPLRRAPAPLGASPARRRLLLVRGPEDGGPGARPGEASGPSPPPAEDDSDGDSFLVLLEVPHGGAAAEAAGSQEAEPGSRVNLASRPEQGPSGPAAPPGPGVAPAGAVTISSQDLLVRLDRGVLALSAPPGPATAGAAAPRRAPQASGPSTPGYRCPEPQCALAFAKKHQLKVHLLTHGGGQGRRPFKCPLEGCGWAFTTSYKLKRHLQSHDKLRPFGCPVGGCGKKFTTVYNLKAHMKGHEQESLFKCEVCAERFPTHAKLSSHQRSHFEPERPYKCD.... Result: 0 (no interaction). (6) The miRNA is hsa-miR-3125 with sequence UAGAGGAAGCUGUGGAGAGA. Result: 0 (no interaction). The protein sequence of the target gene is MAAAAGRSAWLAAWGGRLRRGLAAGRRAVPTRGPLAAAVAGVALAGAGAAWHHGRVKAAAREGSRTVSAQKNYLGPIEKLSLRKQRFMQFSSLEHDGEYYMTPRDFLFSVMFEQVERKTLVKKLAKKDIEDVLSGIQTARCGSTFFRDLGDKGVISYTEYLFLLTILTKPHSGFHVAFKMLDVDGNEMIERKEFVKLQKIISKQDGFKTVKTNETEYQDPTVKEPGVNTTLQVRFFGKRGEKKLHYKEFRRFMENLQTEVQEMEFLQFSKGLNFMRKEDFAEWLLFFTNTENKDIYWRNV.... (7) The miRNA is hsa-miR-7854-3p with sequence UGAGGUGACCGCAGAUGGGAA. The protein sequence of the target gene is MGSQEVLGQAARLASSGLLLQVLFRLITFVLNAFILRFLSKEIVGIVNVRLTLLYSTTTFLAREAFRRACLSGGAQRDWSQTLNLLWLTVPLGIFWSSCLGWVWLQLLEVPDPDVVPYYGTGVLFFGLSAVVELLGEPFWVLAQAHMFVKLKVLAESMSVILRSVLTALLVLWLPHWGLYIFSLAQLLYTTVLVLCYAIYLIQLLRSPESAKQLTLPVSRVTQLLPSISRSRAFVNWKEAGLAWSFFKQSFLKQILTEGERYVMTFLNVLNFGDQGVYDIVNNLGSLVARLIFQPVEESF.... Result: 0 (no interaction).